From a dataset of Full USPTO retrosynthesis dataset with 1.9M reactions from patents (1976-2016). Predict the reactants needed to synthesize the given product. Given the product [CH3:18][O:17][CH2:16][CH2:15][CH2:14][C:5]1[CH:6]=[CH:7][CH:8]=[C:9]2[C:4]=1[C:3]([C:10]([NH2:12])=[O:11])=[N:2][NH:1]2, predict the reactants needed to synthesize it. The reactants are: [NH:1]1[C:9]2[C:4](=[CH:5][CH:6]=[CH:7][CH:8]=2)[C:3]([C:10]([NH2:12])=[O:11])=[N:2]1.Br[CH2:14][CH2:15][CH2:16][O:17][CH3:18].[H-].[Na+].O.